From a dataset of Full USPTO retrosynthesis dataset with 1.9M reactions from patents (1976-2016). Predict the reactants needed to synthesize the given product. (1) Given the product [Cl:21][C:22]1[C:23]([C:29]([F:30])([F:31])[F:32])=[C:24]([CH:25]=[CH:26][CH:27]=1)[O:18][C@H:13]([C@H:10]1[CH2:11][CH2:12][NH:8][CH2:9]1)[CH2:14][S:15][CH2:16][CH3:17], predict the reactants needed to synthesize it. The reactants are: C(OC([N:8]1[CH2:12][CH2:11][C@H:10]([C@@H:13]([OH:18])[CH2:14][S:15][CH2:16][CH3:17])[CH2:9]1)=O)(C)(C)C.[H-].[Na+].[Cl:21][C:22]1[CH:27]=[CH:26][CH:25]=[C:24](F)[C:23]=1[C:29]([F:32])([F:31])[F:30].CCO. (2) Given the product [Cl:1][C:2]1[CH:7]=[CH:6][N:5]=[C:4]2[N:8]([S:15]([C:18]3[CH:23]=[CH:22][C:21]([CH3:24])=[CH:20][CH:19]=3)(=[O:17])=[O:16])[CH:9]=[C:10]([F:26])[C:3]=12, predict the reactants needed to synthesize it. The reactants are: [Cl:1][C:2]1[CH:7]=[CH:6][N:5]=[C:4]2[N:8]([S:15]([C:18]3[CH:23]=[CH:22][C:21]([CH3:24])=[CH:20][CH:19]=3)(=[O:17])=[O:16])[CH:9]=[C:10]([Sn](C)(C)C)[C:3]=12.[B-](F)(F)(F)[F:26].[B-](F)(F)(F)F.C1[N+]2(CCl)CC[N+](F)(CC2)C1. (3) Given the product [Cl:1][C:2]1[N:10]([CH2:11][CH:12]=[CH2:13])[C:9]2[C:8](=[O:14])[NH:7][C:6](=[O:15])[N:5]([CH2:17][CH2:18][CH3:19])[C:4]=2[N:3]=1, predict the reactants needed to synthesize it. The reactants are: [Cl:1][C:2]1[N:10]([CH2:11][CH:12]=[CH2:13])[C:9]2[C:8](=[O:14])[NH:7][C:6](=[O:15])[NH:5][C:4]=2[N:3]=1.I[CH2:17][CH2:18][CH3:19].C(=O)([O-])[O-].[Na+].[Na+]. (4) Given the product [CH2:18]([C:19]1[C:13](=[O:15])[CH2:12][N:11]([S:1]([C:4]2[CH:10]=[CH:9][C:7]([CH3:8])=[CH:6][CH:5]=2)(=[O:3])=[O:2])[CH2:14][C:20]=1[CH2:21][CH2:22][CH3:23])[CH2:17][CH3:16], predict the reactants needed to synthesize it. The reactants are: [S:1]([N:11]1[CH2:14][C:13](=[O:15])[CH2:12]1)([C:4]1[CH:10]=[CH:9][C:7]([CH3:8])=[CH:6][CH:5]=1)(=[O:3])=[O:2].[CH3:16][CH2:17][CH2:18][C:19]#[C:20][CH2:21][CH2:22][CH3:23]. (5) Given the product [CH3:22][O:21][C:17]1[CH:16]=[C:15]([C:13]2[N:1]=[C:2]3[CH:10]=[CH:9][C:5]([C:6]([NH2:8])=[O:7])=[CH:4][N:3]3[CH:12]=2)[CH:20]=[CH:19][CH:18]=1, predict the reactants needed to synthesize it. The reactants are: [NH2:1][C:2]1[CH:10]=[CH:9][C:5]([C:6]([NH2:8])=[O:7])=[CH:4][N:3]=1.Br[CH2:12][C:13]([C:15]1[CH:20]=[CH:19][CH:18]=[C:17]([O:21][CH3:22])[CH:16]=1)=O.[OH-].[Na+]. (6) Given the product [Cl:21][C:2]1[N:3]=[N+:4]([O-:13])[C:5]2[CH:11]=[C:10]([OH:12])[CH:9]=[CH:8][C:6]=2[N:7]=1, predict the reactants needed to synthesize it. The reactants are: O[C:2]1[N:3]=[N+:4]([O-:13])[C:5]2[CH:11]=[C:10]([OH:12])[CH:9]=[CH:8][C:6]=2[N:7]=1.CN(C=O)C.O=P(Cl)(Cl)[Cl:21]. (7) Given the product [C:13]([NH:16][C:17]1[CH:18]=[CH:19][C:20]([C:21]([N:3]([CH2:4][C:45]2[CH:46]=[C:47]([C:51]3[CH:52]=[CH:53][C:54]([CH2:57][CH:58]4[S:62][C:61](=[O:63])[NH:60][C:59]4=[O:64])=[CH:55][CH:56]=3)[CH:48]=[CH:49][CH:50]=2)[CH3:2])=[O:23])=[CH:24][CH:25]=1)(=[O:15])[CH3:14], predict the reactants needed to synthesize it. The reactants are: Cl.[CH3:2][N:3](C)[CH2:4]CCN=C=NCC.[C:13]([NH:16][C:17]1[CH:25]=[CH:24][C:20]([C:21]([OH:23])=O)=[CH:19][CH:18]=1)(=[O:15])[CH3:14].C(N(CC)CC)C.ON1C2C=CC=CC=2N=N1.CN[C:45]1[CH:46]=[C:47]([C:51]2[CH:56]=[CH:55][C:54]([CH:57](C)[CH:58]3[S:62][C:61](=[O:63])[NH:60][C:59]3=[O:64])=[CH:53][CH:52]=2)[CH:48]=[CH:49][CH:50]=1. (8) Given the product [CH:28]1([CH2:27][N:22]2[C@@H:21]([CH3:25])[CH2:20][N:16]3[C:17]4[CH:18]=[CH:19][C:11]([O:10][CH:7]5[CH2:8][CH2:9][N:4]([CH:1]([CH3:3])[CH3:2])[CH2:5][CH2:6]5)=[CH:12][C:13]=4[CH:14]=[C:15]3[C:23]2=[O:24])[CH2:30][CH2:29]1, predict the reactants needed to synthesize it. The reactants are: [CH:1]([N:4]1[CH2:9][CH2:8][CH:7]([O:10][C:11]2[CH:19]=[CH:18][C:17]3[N:16]4[CH2:20][C@H:21]([CH3:25])[NH:22][C:23](=[O:24])[C:15]4=[CH:14][C:13]=3[CH:12]=2)[CH2:6][CH2:5]1)([CH3:3])[CH3:2].Br[CH2:27][CH:28]1[CH2:30][CH2:29]1.[H-].[Na+]. (9) Given the product [Br:9][CH2:8][C:5]1[CH:4]=[N:3][C:2]([Cl:1])=[N:7][CH:6]=1, predict the reactants needed to synthesize it. The reactants are: [Cl:1][C:2]1[N:7]=[CH:6][C:5]([CH3:8])=[CH:4][N:3]=1.[Br:9]N1C(=O)CCC1=O. (10) Given the product [CH3:24][C:22]1[CH:23]=[C:18]([CH:19]=[C:20]([CH3:25])[CH:21]=1)[O:17][CH2:16][CH2:15][O:14][CH2:13][CH2:12][O:11][CH2:10][CH2:9][NH2:6], predict the reactants needed to synthesize it. The reactants are: C1COCC1.[N:6]([CH2:9][CH2:10][O:11][CH2:12][CH2:13][O:14][CH2:15][CH2:16][O:17][C:18]1[CH:23]=[C:22]([CH3:24])[CH:21]=[C:20]([CH3:25])[CH:19]=1)=[N+]=[N-].C1(P(C2C=CC=CC=2)C2C=CC=CC=2)C=CC=CC=1.